Dataset: Full USPTO retrosynthesis dataset with 1.9M reactions from patents (1976-2016). Task: Predict the reactants needed to synthesize the given product. (1) Given the product [NH2:18][C:17]1[CH:19]=[C:13]([C:7]2[C:8]([CH3:12])=[N:9][C:10]3[C:5]([CH:6]=2)=[CH:4][N:3]=[C:2]([N:28]([CH2:27][C:26]2[CH:30]=[CH:31][C:23]([O:22][CH3:21])=[CH:24][CH:25]=2)[CH3:29])[CH:11]=3)[CH:14]=[CH:15][C:16]=1[F:20], predict the reactants needed to synthesize it. The reactants are: Cl[C:2]1[CH:11]=[C:10]2[C:5]([CH:6]=[C:7]([C:13]3[CH:14]=[CH:15][C:16]([F:20])=[C:17]([CH:19]=3)[NH2:18])[C:8]([CH3:12])=[N:9]2)=[CH:4][N:3]=1.[CH3:21][O:22][C:23]1[CH:31]=[CH:30][C:26]([CH2:27][NH:28][CH3:29])=[CH:25][CH:24]=1.CCN(C(C)C)C(C)C. (2) Given the product [NH2:31][CH:1]([C:4]1[C:9]([C:10]2[CH:15]=[CH:14][CH:13]=[C:12]([F:16])[CH:11]=2)=[C:8]([N:17]2[CH2:21][CH2:20][CH2:19][C:18]2=[O:22])[C:7]([CH3:23])=[C:6]([Cl:24])[CH:5]=1)[CH3:2], predict the reactants needed to synthesize it. The reactants are: [C:1]([C:4]1[C:9]([C:10]2[CH:15]=[CH:14][CH:13]=[C:12]([F:16])[CH:11]=2)=[C:8]([N:17]2[CH2:21][CH2:20][CH2:19][C:18]2=[O:22])[C:7]([CH3:23])=[C:6]([Cl:24])[CH:5]=1)(=O)[CH3:2].C([O-])(=O)C.[NH4+].C([BH3-])#[N:31].[Na+]. (3) Given the product [F:1][CH2:2][CH2:3][O:4][C:5]1[CH:6]=[C:7]([C:11]2[N:12]=[C:13]3[N:18]=[C:17]([NH:19][C:33]([C:32]4[N:31]([CH3:36])[N:30]=[CH:29][C:28]=4[C:26]([N:24]4[CH2:23][CH:22]([F:21])[CH2:25]4)=[O:27])=[O:34])[CH:16]=[CH:15][N:14]3[CH:20]=2)[CH:8]=[CH:9][CH:10]=1, predict the reactants needed to synthesize it. The reactants are: [F:1][CH2:2][CH2:3][O:4][C:5]1[CH:6]=[C:7]([C:11]2[N:12]=[C:13]3[N:18]=[C:17]([NH2:19])[CH:16]=[CH:15][N:14]3[CH:20]=2)[CH:8]=[CH:9][CH:10]=1.[F:21][CH:22]1[CH2:25][N:24]([C:26]([C:28]2[CH:29]=[N:30][N:31]([CH3:36])[C:32]=2[C:33](O)=[O:34])=[O:27])[CH2:23]1.